Dataset: Catalyst prediction with 721,799 reactions and 888 catalyst types from USPTO. Task: Predict which catalyst facilitates the given reaction. Reactant: [Br:1][C:2]1[N:3]=[C:4](Br)[C:5]2[N:6]([CH:8]=[CH:9][N:10]=2)[CH:7]=1.C(N(C(C)C)CC)(C)C.[NH2:21][C:22]1[N:27]=[CH:26][C:25]([N:28]2[CH2:33][CH2:32][N:31]([C:34]([O:36][C:37]([CH3:40])([CH3:39])[CH3:38])=[O:35])[CH2:30][CH2:29]2)=[CH:24][CH:23]=1. Product: [Br:1][C:2]1[N:3]=[C:4]([NH:21][C:22]2[N:27]=[CH:26][C:25]([N:28]3[CH2:33][CH2:32][N:31]([C:34]([O:36][C:37]([CH3:40])([CH3:39])[CH3:38])=[O:35])[CH2:30][CH2:29]3)=[CH:24][CH:23]=2)[C:5]2[N:6]([CH:8]=[CH:9][N:10]=2)[CH:7]=1. The catalyst class is: 41.